From a dataset of Full USPTO retrosynthesis dataset with 1.9M reactions from patents (1976-2016). Predict the reactants needed to synthesize the given product. (1) Given the product [CH2:30]([C:7]12[C:6](=[O:32])[N:5]([CH2:4][CH2:3][N:2]3[CH:1]=[CH:35][N:34]=[CH:33]3)[C:28](=[O:29])[N:8]1[CH:9]([C:22]1[CH:23]=[CH:24][CH:25]=[CH:26][CH:27]=1)[C:10]1[NH:11][C:12]3[C:17]([C:18]=1[CH2:19]2)=[CH:16][C:15]([O:20][CH3:21])=[CH:14][CH:13]=3)[CH3:31], predict the reactants needed to synthesize it. The reactants are: [CH3:1][N:2]([CH3:33])[CH2:3][CH2:4][N:5]1[C:28](=[O:29])[N:8]2[CH:9]([C:22]3[CH:27]=[CH:26][CH:25]=[CH:24][CH:23]=3)[C:10]3[NH:11][C:12]4[C:17]([C:18]=3[CH2:19][C:7]2([CH2:30][CH3:31])[C:6]1=[O:32])=[CH:16][C:15]([O:20][CH3:21])=[CH:14][CH:13]=4.[NH:34]1C=CN=[CH:35]1. (2) Given the product [CH3:1][C:2]1[CH:7]=[CH:6][C:5]([C:8]2[CH:9]=[C:10]([C:11]([F:14])([F:13])[F:12])[N:19]3[CH:20]=[N:21][C:22]([C:23]#[N:24])=[C:18]3[N:17]=2)=[CH:4][CH:3]=1, predict the reactants needed to synthesize it. The reactants are: [CH3:1][C:2]1[CH:7]=[CH:6][C:5]([C:8](=O)[CH2:9][C:10](=O)[C:11]([F:14])([F:13])[F:12])=[CH:4][CH:3]=1.[NH2:17][C:18]1[N:19]=[CH:20][NH:21][C:22]=1[C:23]#[N:24]. (3) The reactants are: FC(F)(F)C(O)=O.[CH2:8]([O:15][C:16](=[O:33])[CH2:17][C@@H:18]([NH2:32])[C:19]([NH:21][C@@H:22]([CH2:25][C:26]1[CH:31]=[CH:30][CH:29]=[CH:28][CH:27]=1)[CH2:23][OH:24])=[O:20])[C:9]1[CH:14]=[CH:13][CH:12]=[CH:11][CH:10]=1.CO[CH:36]1[CH:40]([C:41]2[CH:46]=[CH:45][C:44]([C:47]3[CH:52]=[CH:51][C:50]([C:53]#[N:54])=[CH:49][CH:48]=3)=[CH:43][CH:42]=2)[CH2:39][CH:38](OC)O1. Given the product [CH2:8]([O:15][C:16](=[O:33])[CH2:17][C@@H:18]([N:32]1[CH:38]=[CH:39][C:40]([C:41]2[CH:46]=[CH:45][C:44]([C:47]3[CH:48]=[CH:49][C:50]([C:53]#[N:54])=[CH:51][CH:52]=3)=[CH:43][CH:42]=2)=[CH:36]1)[C:19]([NH:21][C@@H:22]([CH2:25][C:26]1[CH:31]=[CH:30][CH:29]=[CH:28][CH:27]=1)[CH2:23][OH:24])=[O:20])[C:9]1[CH:10]=[CH:11][CH:12]=[CH:13][CH:14]=1, predict the reactants needed to synthesize it. (4) Given the product [C:25]([C:23]1[N:22]=[C:21]([CH3:27])[N:20]([C:17]2[CH:18]=[CH:19][C:14]([F:13])=[CH:15][CH:16]=2)[CH:24]=1)#[CH:7], predict the reactants needed to synthesize it. The reactants are: COP(=O)OC.[C:7](=O)([O-])[O-].[K+].[K+].[F:13][C:14]1[CH:19]=[CH:18][C:17]([N:20]2[CH:24]=[C:23]([CH:25]=O)[N:22]=[C:21]2[CH3:27])=[CH:16][CH:15]=1. (5) Given the product [CH3:1][O:2][C:3]1[CH:4]=[C:5]([CH:21]=[CH:22][C:23]=1[C:34]1[CH:39]=[CH:38][C:37]([C:40]2[N:41]([CH2:49][O:50][CH2:51][CH2:52][Si:53]([CH3:56])([CH3:55])[CH3:54])[CH:42]=[C:43]([C:45]([F:46])([F:47])[F:48])[N:44]=2)=[CH:36][N:35]=1)[O:6][CH2:7][C:8]([CH3:19])([CH3:20])[C:9]([O:11][CH2:12][C:13]1[CH:14]=[CH:15][CH:16]=[CH:17][CH:18]=1)=[O:10], predict the reactants needed to synthesize it. The reactants are: [CH3:1][O:2][C:3]1[CH:4]=[C:5]([CH:21]=[CH:22][C:23]=1B1OC(C)(C)C(C)(C)O1)[O:6][CH2:7][C:8]([CH3:20])([CH3:19])[C:9]([O:11][CH2:12][C:13]1[CH:18]=[CH:17][CH:16]=[CH:15][CH:14]=1)=[O:10].Br[C:34]1[CH:39]=[CH:38][C:37]([C:40]2[N:41]([CH2:49][O:50][CH2:51][CH2:52][Si:53]([CH3:56])([CH3:55])[CH3:54])[CH:42]=[C:43]([C:45]([F:48])([F:47])[F:46])[N:44]=2)=[CH:36][N:35]=1.